From a dataset of hERG potassium channel inhibition data for cardiac toxicity prediction from Karim et al.. Regression/Classification. Given a drug SMILES string, predict its toxicity properties. Task type varies by dataset: regression for continuous values (e.g., LD50, hERG inhibition percentage) or binary classification for toxic/non-toxic outcomes (e.g., AMES mutagenicity, cardiotoxicity, hepatotoxicity). Dataset: herg_karim. The result is 0 (non-blocker). The compound is CN1CCC(COCc2cc(C(F)(F)F)cc(C3(F)CC3)n2)(c2ccccc2)CC1.